From a dataset of Peptide-MHC class I binding affinity with 185,985 pairs from IEDB/IMGT. Regression. Given a peptide amino acid sequence and an MHC pseudo amino acid sequence, predict their binding affinity value. This is MHC class I binding data. (1) The peptide sequence is VQINITEGF. The MHC is HLA-A29:02 with pseudo-sequence HLA-A29:02. The binding affinity (normalized) is 0.196. (2) The peptide sequence is TLFYCDERDA. The MHC is HLA-A02:03 with pseudo-sequence HLA-A02:03. The binding affinity (normalized) is 0.291. (3) The peptide sequence is IVTDFSVIK. The MHC is HLA-A26:01 with pseudo-sequence HLA-A26:01. The binding affinity (normalized) is 0.0335. (4) The peptide sequence is HCIDKTPGL. The MHC is HLA-B18:01 with pseudo-sequence HLA-B18:01. The binding affinity (normalized) is 0.0847. (5) The peptide sequence is MLKRRGFHL. The MHC is HLA-B08:02 with pseudo-sequence HLA-B08:02. The binding affinity (normalized) is 0.573. (6) The peptide sequence is SRKASNTIL. The MHC is HLA-B57:01 with pseudo-sequence HLA-B57:01. The binding affinity (normalized) is 0.0847. (7) The MHC is HLA-A68:01 with pseudo-sequence HLA-A68:01. The peptide sequence is SLVWAPLILAYF. The binding affinity (normalized) is 0.000560. (8) The peptide sequence is EPADHLAIM. The MHC is HLA-A69:01 with pseudo-sequence HLA-A69:01. The binding affinity (normalized) is 0.0847. (9) The peptide sequence is GYRSKACDM. The MHC is HLA-B18:01 with pseudo-sequence HLA-B18:01. The binding affinity (normalized) is 0.0847. (10) The peptide sequence is TESDAIRTL. The MHC is HLA-B46:01 with pseudo-sequence HLA-B46:01. The binding affinity (normalized) is 0.0847.